From a dataset of Full USPTO retrosynthesis dataset with 1.9M reactions from patents (1976-2016). Predict the reactants needed to synthesize the given product. (1) Given the product [CH2:3]([C:6]1[N:7]([CH2:19][CH2:20][CH2:21][C:22]([OH:24])=[O:23])[C:8]2[C:17]3[N:16]=[CH:15][CH:14]=[CH:13][C:12]=3[N:11]=[CH:10][C:9]=2[N:18]=1)[CH2:4][CH3:5], predict the reactants needed to synthesize it. The reactants are: [OH-].[Na+].[CH2:3]([C:6]1[N:7]([CH2:19][CH2:20][CH2:21][C:22]([O:24]CC)=[O:23])[C:8]2[C:17]3[N:16]=[CH:15][CH:14]=[CH:13][C:12]=3[N:11]=[CH:10][C:9]=2[N:18]=1)[CH2:4][CH3:5].C1(C)C=CC=CC=1. (2) Given the product [NH2:40][C:2]1[C:3]2[CH:10]=[CH:9][N:8]([C@@H:11]3[O:26][C@H:25]([CH2:27][O:28][CH2:29][C:30]4[CH:35]=[CH:34][C:33]([Cl:36])=[CH:32][C:31]=4[Cl:37])[C@@H:14]([O:15][CH2:16][C:17]4[CH:22]=[CH:21][C:20]([Cl:23])=[CH:19][C:18]=4[Cl:24])[C@@:12]3([CH2:38][F:39])[OH:13])[C:4]=2[N:5]=[CH:6][N:7]=1, predict the reactants needed to synthesize it. The reactants are: Cl[C:2]1[C:3]2[CH:10]=[CH:9][N:8]([C@@H:11]3[O:26][C@H:25]([CH2:27][O:28][CH2:29][C:30]4[CH:35]=[CH:34][C:33]([Cl:36])=[CH:32][C:31]=4[Cl:37])[C@@H:14]([O:15][CH2:16][C:17]4[CH:22]=[CH:21][C:20]([Cl:23])=[CH:19][C:18]=4[Cl:24])[C@@:12]3([CH2:38][F:39])[OH:13])[C:4]=2[N:5]=[CH:6][N:7]=1.[NH3:40]. (3) Given the product [F:1][C:2]1[CH:7]=[C:6]2[C:5](=[C:4]([OH:19])[CH:3]=1)[N:8]=[C:9]([OH:18])[CH:10]=[CH:11]2, predict the reactants needed to synthesize it. The reactants are: [F:1][C:2]1[CH:7]=[CH:6][C:5]([NH:8][C:9](=[O:18])[CH:10]=[CH:11]C2C=CC=CC=2)=[C:4]([OH:19])[CH:3]=1.[Cl-].[Cl-].[Cl-].[Al+3]. (4) Given the product [F:10][C:9]([F:12])([F:11])[C:5]1[CH:4]=[C:3]([CH:2]([C:13]2[CH:18]=[CH:17][CH:16]=[C:15]([C:19]([F:22])([F:21])[F:20])[CH:14]=2)[N:26]2[CH:27]=[CH:28][CH:29]=[C:30]([C:31]([O:33][CH3:34])=[O:32])[C:25]2=[O:24])[CH:8]=[CH:7][CH:6]=1, predict the reactants needed to synthesize it. The reactants are: Br[CH:2]([C:13]1[CH:18]=[CH:17][CH:16]=[C:15]([C:19]([F:22])([F:21])[F:20])[CH:14]=1)[C:3]1[CH:8]=[CH:7][CH:6]=[C:5]([C:9]([F:12])([F:11])[F:10])[CH:4]=1.Cl.[O:24]=[C:25]1[C:30]([C:31]([O:33][CH3:34])=[O:32])=[CH:29][CH:28]=[CH:27][NH:26]1.[H-].[Na+]. (5) Given the product [CH3:18][O:19][C:20]1[C:21]([N+:37]([O-:39])=[O:38])=[CH:22][C:23]2[CH2:29][CH2:28][CH:27]([N:30]3[CH2:35][CH2:34][O:33][CH2:32][CH2:31]3)[CH2:26][CH2:25][C:24]=2[CH:36]=1, predict the reactants needed to synthesize it. The reactants are: COC1C([N+]([O-])=O)=CC2CCC(=O)CCC=2C=1.[CH3:18][O:19][C:20]1[C:21]([N+:37]([O-:39])=[O:38])=[CH:22][C:23]2[CH2:29][CH2:28][CH:27]([N:30]3[CH2:35][CH2:34][O:33][CH2:32][CH2:31]3)[CH2:26][CH2:25][C:24]=2[CH:36]=1.C(Cl)Cl.N1CCOCC1.C(O)(=O)C.C(O[BH-](OC(=O)C)OC(=O)C)(=O)C.[Na+].